Dataset: Forward reaction prediction with 1.9M reactions from USPTO patents (1976-2016). Task: Predict the product of the given reaction. (1) Given the reactants CS(C)=O.C(Cl)(=O)C(Cl)=O.[CH2:11]([O:18][C:19](=[O:26])[NH:20][CH2:21][CH2:22][CH2:23][CH2:24][OH:25])[C:12]1[CH:17]=[CH:16][CH:15]=[CH:14][CH:13]=1.C(N(CC)CC)C, predict the reaction product. The product is: [CH2:11]([O:18][C:19](=[O:26])[NH:20][CH2:21][CH2:22][CH2:23][CH:24]=[O:25])[C:12]1[CH:17]=[CH:16][CH:15]=[CH:14][CH:13]=1. (2) Given the reactants [F:1][C:2]([F:22])([F:21])[C:3]1[CH:4]=[C:5]([C:9]2[CH:10]=[CH:11][C:12]3[N:18]4[CH2:19][C@H:15]([CH2:16][CH2:17]4)[NH:14][C:13]=3[N:20]=2)[CH:6]=[CH:7][CH:8]=1.C1([O:29][C:30](=O)[NH:31][C:32]2[CH:37]=[C:36]([C:38]3[O:42][CH:41]=[N:40][CH:39]=3)[CH:35]=[C:34]([C:43]3[O:47][CH:46]=[N:45][CH:44]=3)[CH:33]=2)C=CC=CC=1, predict the reaction product. The product is: [O:42]1[C:38]([C:36]2[CH:37]=[C:32]([NH:31][C:30]([N:14]3[C@@H:15]4[CH2:19][N:18]([CH2:17][CH2:16]4)[C:12]4[CH:11]=[CH:10][C:9]([C:5]5[CH:6]=[CH:7][CH:8]=[C:3]([C:2]([F:21])([F:1])[F:22])[CH:4]=5)=[N:20][C:13]3=4)=[O:29])[CH:33]=[C:34]([C:43]3[O:47][CH:46]=[N:45][CH:44]=3)[CH:35]=2)=[CH:39][N:40]=[CH:41]1.